Dataset: NCI-60 drug combinations with 297,098 pairs across 59 cell lines. Task: Regression. Given two drug SMILES strings and cell line genomic features, predict the synergy score measuring deviation from expected non-interaction effect. (1) Drug 1: C1=CC=C(C=C1)NC(=O)CCCCCCC(=O)NO. Drug 2: CN(C(=O)NC(C=O)C(C(C(CO)O)O)O)N=O. Cell line: A549. Synergy scores: CSS=-2.48, Synergy_ZIP=-1.43, Synergy_Bliss=-2.37, Synergy_Loewe=-4.29, Synergy_HSA=-4.83. (2) Drug 1: C1CCN(CC1)CCOC2=CC=C(C=C2)C(=O)C3=C(SC4=C3C=CC(=C4)O)C5=CC=C(C=C5)O. Drug 2: C1=C(C(=O)NC(=O)N1)F. Cell line: NCI-H322M. Synergy scores: CSS=28.2, Synergy_ZIP=0.927, Synergy_Bliss=0.709, Synergy_Loewe=-0.348, Synergy_HSA=0.672. (3) Drug 1: CC1=C(C(CCC1)(C)C)C=CC(=CC=CC(=CC(=O)O)C)C. Drug 2: CC1C(C(CC(O1)OC2CC(OC(C2O)C)OC3=CC4=CC5=C(C(=O)C(C(C5)C(C(=O)C(C(C)O)O)OC)OC6CC(C(C(O6)C)O)OC7CC(C(C(O7)C)O)OC8CC(C(C(O8)C)O)(C)O)C(=C4C(=C3C)O)O)O)O. Cell line: MDA-MB-435. Synergy scores: CSS=47.7, Synergy_ZIP=-1.15, Synergy_Bliss=-0.894, Synergy_Loewe=-9.24, Synergy_HSA=-1.66. (4) Drug 1: C1=CN(C(=O)N=C1N)C2C(C(C(O2)CO)O)O.Cl. Drug 2: CCC1(C2=C(COC1=O)C(=O)N3CC4=CC5=C(C=CC(=C5CN(C)C)O)N=C4C3=C2)O.Cl. Cell line: HOP-92. Synergy scores: CSS=29.5, Synergy_ZIP=-4.86, Synergy_Bliss=-1.77, Synergy_Loewe=-5.46, Synergy_HSA=2.41.